From a dataset of Catalyst prediction with 721,799 reactions and 888 catalyst types from USPTO. Predict which catalyst facilitates the given reaction. (1) Reactant: [N:1]1[CH:6]=[CH:5][N:4]=[CH:3][C:2]=1[C:7]#[N:8].CO.C[O-].[Na+].[Cl-:14].[NH4+:15]. Product: [ClH:14].[C:7]([C:2]1[CH:3]=[N:4][CH:5]=[CH:6][N:1]=1)(=[NH:15])[NH2:8]. The catalyst class is: 27. (2) Reactant: [Br-].[CH3:2][C:3]1[C:28]([CH3:29])=[CH:27][CH:26]=[CH:25][C:4]=1[CH2:5][P+](C1C=CC=CC=1)(C1C=CC=CC=1)C1C=CC=CC=1.CC(C)([O-])C.[K+].[O:36]=[C:37]1[C:45]2[C:40](=[CH:41][CH:42]=[CH:43][CH:44]=2)[C:39](=[O:46])[N:38]1[CH2:47][CH2:48][CH2:49][C:50]1[CH:51]=[C:52]([CH:55]=[CH:56][CH:57]=1)[CH:53]=O. Product: [CH3:2][C:3]1[C:28]([CH3:29])=[CH:27][CH:26]=[CH:25][C:4]=1/[CH:5]=[CH:53]\[C:52]1[CH:51]=[C:50]([CH2:49][CH2:48][CH2:47][N:38]2[C:39](=[O:46])[C:40]3[C:45](=[CH:44][CH:43]=[CH:42][CH:41]=3)[C:37]2=[O:36])[CH:57]=[CH:56][CH:55]=1. The catalyst class is: 168. (3) Product: [Cl:9][C:10]1[C:11]([I:19])=[C:12]([F:18])[C:13]([C:16]#[N:17])=[N:14][CH:15]=1. Reactant: [Li+].CC([N-]C(C)C)C.[Cl:9][C:10]1[CH:11]=[C:12]([F:18])[C:13]([C:16]#[N:17])=[N:14][CH:15]=1.[I:19]I. The catalyst class is: 1.